This data is from Peptide-MHC class II binding affinity with 134,281 pairs from IEDB. The task is: Regression. Given a peptide amino acid sequence and an MHC pseudo amino acid sequence, predict their binding affinity value. This is MHC class II binding data. The peptide sequence is AREKNPRLCTKEEFI. The MHC is HLA-DQA10501-DQB10302 with pseudo-sequence HLA-DQA10501-DQB10302. The binding affinity (normalized) is 0.